From a dataset of Full USPTO retrosynthesis dataset with 1.9M reactions from patents (1976-2016). Predict the reactants needed to synthesize the given product. (1) Given the product [Cl:20][C:16]1[CH:15]=[C:14]([C:5]2[C:4]3[C:9](=[CH:10][CH:11]=[C:2]([C:27]([C:25]4[S:26][C:22]([Cl:21])=[CH:23][CH:24]=4)([C:29]4[N:30]([CH3:34])[CH:31]=[N:32][CH:33]=4)[OH:28])[CH:3]=3)[N:8]=[C:7]([O:12][CH3:13])[CH:6]=2)[CH:19]=[CH:18][CH:17]=1, predict the reactants needed to synthesize it. The reactants are: Br[C:2]1[CH:3]=[C:4]2[C:9](=[CH:10][CH:11]=1)[N:8]=[C:7]([O:12][CH3:13])[CH:6]=[C:5]2[C:14]1[CH:19]=[CH:18][CH:17]=[C:16]([Cl:20])[CH:15]=1.[Cl:21][C:22]1[S:26][C:25]([C:27]([C:29]2[N:30]([CH3:34])[CH:31]=[N:32][CH:33]=2)=[O:28])=[CH:24][CH:23]=1. (2) Given the product [Cl:45][C@@H:6]1[CH2:7][CH2:2][CH2:3][N:4]([CH2:13][CH2:14][C:15]2[CH:20]=[CH:19][C:18]3[O:21][CH2:22][O:23][C:17]=3[CH:16]=2)[CH2:5]1, predict the reactants needed to synthesize it. The reactants are: O[CH2:2][C@H:3]1[CH2:7][CH2:6][CH2:5][NH:4]1.S(O[CH2:13][CH2:14][C:15]1[CH:20]=[CH:19][C:18]2[O:21][CH2:22][O:23][C:17]=2[CH:16]=1)(=O)(=O)C.C(=O)([O-])[O-].[Na+].[Na+].[I-].[Na+].C(N(C(C)C)CC)(C)C.CS([Cl:45])(=O)=O.C(=O)([O-])O.[Na+]. (3) Given the product [F:1][C:2]1[CH:7]=[C:6]([I:8])[CH:5]=[CH:4][C:3]=1[NH:9][C:10]1[CH:11]=[N:12][CH:13]=[CH:14][C:15]=1[C:16]1[N:20]=[CH:19][O:18][N:17]=1, predict the reactants needed to synthesize it. The reactants are: [F:1][C:2]1[CH:7]=[C:6]([I:8])[CH:5]=[CH:4][C:3]=1[NH:9][C:10]1[CH:11]=[N:12][CH:13]=[CH:14][C:15]=1[C:16]1[N:20]=[C:19](C(OCC)=O)[O:18][N:17]=1.[OH-].[Li+].